Predict the reactants needed to synthesize the given product. From a dataset of Full USPTO retrosynthesis dataset with 1.9M reactions from patents (1976-2016). (1) The reactants are: [CH2:1]([N:8]1[CH2:17][C:16]2[N:15]=[CH:14][CH:13]=[C:12](O)[C:11]=2[CH2:10][CH2:9]1)[C:2]1[CH:7]=[CH:6][CH:5]=[CH:4][CH:3]=1.O=P(Cl)(Cl)[Cl:21]. Given the product [CH2:1]([N:8]1[CH2:17][C:16]2[N:15]=[CH:14][CH:13]=[C:12]([Cl:21])[C:11]=2[CH2:10][CH2:9]1)[C:2]1[CH:7]=[CH:6][CH:5]=[CH:4][CH:3]=1, predict the reactants needed to synthesize it. (2) Given the product [Cl:1][C:2]1[CH:7]=[C:6]2[C:5](=[CH:4][CH:3]=1)[N:8]([CH2:10][CH2:11][CH2:12][C:13]1[CH:18]=[CH:17][CH:16]=[CH:15][CH:14]=1)[CH:21]=[C:22]2[CH2:23][CH2:24][NH:25][CH3:26], predict the reactants needed to synthesize it. The reactants are: [Cl:1][C:2]1[CH:7]=[CH:6][C:5]([N:8]([CH2:10][CH2:11][CH2:12][C:13]2[CH:18]=[CH:17][CH:16]=[CH:15][CH:14]=2)N)=[CH:4][CH:3]=1.CO[CH:21](OC)[CH2:22][CH2:23][CH2:24][NH:25][CH3:26].